This data is from Full USPTO retrosynthesis dataset with 1.9M reactions from patents (1976-2016). The task is: Predict the reactants needed to synthesize the given product. (1) The reactants are: [Br:1][C:2]1[CH:3]=[C:4]2[C:10](I)=[CH:9][N:8]([S:12]([C:15]3[CH:21]=[CH:20][C:18]([CH3:19])=[CH:17][CH:16]=3)(=[O:14])=[O:13])[C:5]2=[N:6][CH:7]=1.[OH:22][C:23]1[CH:28]=[CH:27][C:26](B(O)O)=[CH:25][CH:24]=1.C([O-])([O-])=O.[Na+].[Na+]. Given the product [Br:1][C:2]1[CH:3]=[C:4]2[C:10]([C:26]3[CH:27]=[CH:28][C:23]([OH:22])=[CH:24][CH:25]=3)=[CH:9][N:8]([S:12]([C:15]3[CH:21]=[CH:20][C:18]([CH3:19])=[CH:17][CH:16]=3)(=[O:14])=[O:13])[C:5]2=[N:6][CH:7]=1, predict the reactants needed to synthesize it. (2) Given the product [NH2:24][C:21]1[CH:22]=[CH:23][C:17]2=[CH:16][CH:15]=[C:14]3[C:19]([N:11]([C:7]4[CH:8]=[CH:9][CH:10]=[C:5]([S:2]([NH2:1])(=[O:3])=[O:4])[CH:6]=4)[N:12]=[C:13]3[C:27]([NH2:32])=[O:29])=[C:18]2[CH:20]=1, predict the reactants needed to synthesize it. The reactants are: [NH2:1][S:2]([C:5]1[CH:6]=[C:7]([N:11]2[C:19]3[C:18]4[CH:20]=[C:21]([N+:24]([O-])=O)[CH:22]=[CH:23][C:17]=4[CH2:16][CH2:15][C:14]=3[C:13]([C:27]([O:29]CC)=O)=[N:12]2)[CH:8]=[CH:9][CH:10]=1)(=[O:4])=[O:3].[NH3:32].CO. (3) Given the product [CH3:33][C:9]1[N:8]([C:5]2[CH:4]=[CH:3][C:2]([O:1][CH:38]3[CH2:39][CH2:40][CH:35]([CH3:34])[CH2:36][CH2:37]3)=[CH:7][CH:6]=2)[C:13](=[O:14])[C:12]([CH2:15][C:16]2[CH:21]=[CH:20][C:19]([C:22]3[CH:27]=[CH:26][CH:25]=[CH:24][C:23]=3[C:28]3[NH:62][C:63](=[O:64])[O:65][N:29]=3)=[CH:18][CH:17]=2)=[C:11]([CH2:30][CH2:31][CH3:32])[N:10]=1, predict the reactants needed to synthesize it. The reactants are: [OH:1][C:2]1[CH:7]=[CH:6][C:5]([N:8]2[C:13](=[O:14])[C:12]([CH2:15][C:16]3[CH:21]=[CH:20][C:19]([C:22]4[C:23]([C:28]#[N:29])=[CH:24][CH:25]=[CH:26][CH:27]=4)=[CH:18][CH:17]=3)=[C:11]([CH2:30][CH2:31][CH3:32])[N:10]=[C:9]2[CH3:33])=[CH:4][CH:3]=1.[CH3:34][CH:35]1[CH2:40][CH2:39][CH:38](O)[CH2:37][CH2:36]1.C1(P(C2C=CC=CC=2)C2C=CC=CC=2)C=CC=CC=1.[N:62]([C:63]([O:65]C(C)C)=[O:64])=[N:62][C:63]([O:65]C(C)C)=[O:64].Cl.NO.C(=O)([O-])O.[Na+]. (4) Given the product [C:27]([OH:34])(=[O:33])/[CH:28]=[CH:29]/[C:30]([OH:32])=[O:31].[Cl:1][C:2]1[CH:9]=[CH:8][C:5]([C:6]#[N:7])=[C:4]([O:10][C:11]2[CH:19]=[CH:18][CH:17]=[C:16]3[C:12]=2[CH2:13][CH2:14][CH:15]3[NH:24][CH3:23])[CH:3]=1, predict the reactants needed to synthesize it. The reactants are: [Cl:1][C:2]1[CH:9]=[CH:8][C:5]([C:6]#[N:7])=[C:4]([O:10][C:11]2[CH:19]=[CH:18][CH:17]=[C:16]3[C:12]=2[CH2:13][CH2:14][C:15]3=O)[CH:3]=1.CN.[C:23]([BH3-])#[N:24].[Na+].[C:27]([OH:34])(=[O:33])/[CH:28]=[CH:29]/[C:30]([OH:32])=[O:31]. (5) Given the product [Cl:19][C:17]1[CH:18]=[C:13]([CH:11]([NH:10][C:8]([C:6]2[CH:5]=[CH:4][N:3]=[C:2]([NH:1][C:26](=[O:30])[CH:27]([CH3:29])[CH3:28])[N:7]=2)=[O:9])[CH3:12])[CH:14]=[N:15][C:16]=1[O:20][CH2:21][C:22]([F:24])([F:23])[F:25], predict the reactants needed to synthesize it. The reactants are: [NH2:1][C:2]1[N:7]=[C:6]([C:8]([NH:10][CH:11]([C:13]2[CH:14]=[N:15][C:16]([O:20][CH2:21][C:22]([F:25])([F:24])[F:23])=[C:17]([Cl:19])[CH:18]=2)[CH3:12])=[O:9])[CH:5]=[CH:4][N:3]=1.[C:26](Cl)(=[O:30])[CH:27]([CH3:29])[CH3:28]. (6) Given the product [F:37][C:34]1[CH:33]=[CH:32][C:31]([C@@H:29]([NH:28][C:26]2[N:27]=[C:6]([N:8]3[CH2:9][CH:10]([C:12]#[N:13])[CH2:11]3)[CH:23]=[C:24]([NH:38][C:39]3[CH:44]=[N:43][CH:42]=[CH:41][N:40]=3)[N:25]=2)[CH3:30])=[CH:36][CH:35]=1, predict the reactants needed to synthesize it. The reactants are: C(O[C:6]([N:8]1[CH2:11][CH:10]([C:12]#[N:13])[CH2:9]1)=O)(C)(C)C.FC(F)(F)C(O)=O.ClC1[N:27]=[C:26]([NH:28][C@H:29]([C:31]2[CH:36]=[CH:35][C:34]([F:37])=[CH:33][CH:32]=2)[CH3:30])[N:25]=[C:24]([NH:38][C:39]2[CH:44]=[N:43][CH:42]=[CH:41][N:40]=2)[CH:23]=1.C1(P(C2CCCCC2)C2C=CC=CC=2C2C(C(C)C)=CC(C(C)C)=CC=2C(C)C)CCCCC1.CC(C)([O-])C.[Na+].